This data is from Peptide-MHC class I binding affinity with 185,985 pairs from IEDB/IMGT. The task is: Regression. Given a peptide amino acid sequence and an MHC pseudo amino acid sequence, predict their binding affinity value. This is MHC class I binding data. (1) The peptide sequence is SYINRTGTF. The MHC is HLA-B08:02 with pseudo-sequence HLA-B08:02. The binding affinity (normalized) is 0.0847. (2) The peptide sequence is LVAPHMAMM. The MHC is HLA-B27:05 with pseudo-sequence HLA-B27:05. The binding affinity (normalized) is 0.0847. (3) The MHC is HLA-A68:01 with pseudo-sequence HLA-A68:01. The peptide sequence is TLDTMDDMKK. The binding affinity (normalized) is 0.291. (4) The peptide sequence is EIKQGRVNK. The MHC is HLA-A33:01 with pseudo-sequence HLA-A33:01. The binding affinity (normalized) is 0.252.